This data is from Merck oncology drug combination screen with 23,052 pairs across 39 cell lines. The task is: Regression. Given two drug SMILES strings and cell line genomic features, predict the synergy score measuring deviation from expected non-interaction effect. (1) Drug 1: N.N.O=C(O)C1(C(=O)O)CCC1.[Pt]. Drug 2: COC1=C2CC(C)CC(OC)C(O)C(C)C=C(C)C(OC(N)=O)C(OC)C=CC=C(C)C(=O)NC(=CC1=O)C2=O. Cell line: NCIH23. Synergy scores: synergy=-14.8. (2) Drug 1: CS(=O)(=O)CCNCc1ccc(-c2ccc3ncnc(Nc4ccc(OCc5cccc(F)c5)c(Cl)c4)c3c2)o1. Drug 2: Cn1cc(-c2cnn3c(N)c(Br)c(C4CCCNC4)nc23)cn1. Cell line: OCUBM. Synergy scores: synergy=27.5. (3) Drug 1: CC(C)CC(NC(=O)C(Cc1ccccc1)NC(=O)c1cnccn1)B(O)O. Drug 2: NC1CCCCC1N.O=C(O)C(=O)O.[Pt+2]. Cell line: UWB1289. Synergy scores: synergy=-20.8. (4) Drug 1: O=c1[nH]cc(F)c(=O)[nH]1. Drug 2: O=C(NOCC(O)CO)c1ccc(F)c(F)c1Nc1ccc(I)cc1F. Cell line: RPMI7951. Synergy scores: synergy=0.633. (5) Drug 1: N.N.O=C(O)C1(C(=O)O)CCC1.[Pt]. Drug 2: C=CCn1c(=O)c2cnc(Nc3ccc(N4CCN(C)CC4)cc3)nc2n1-c1cccc(C(C)(C)O)n1. Cell line: LOVO. Synergy scores: synergy=1.04. (6) Drug 1: Cc1nc(Nc2ncc(C(=O)Nc3c(C)cccc3Cl)s2)cc(N2CCN(CCO)CC2)n1. Drug 2: CCC1(O)C(=O)OCc2c1cc1n(c2=O)Cc2cc3c(CN(C)C)c(O)ccc3nc2-1. Cell line: HT144. Synergy scores: synergy=-31.8. (7) Drug 1: N#Cc1ccc(Cn2cncc2CN2CCN(c3cccc(Cl)c3)C(=O)C2)cc1. Drug 2: CCC1(O)C(=O)OCc2c1cc1n(c2=O)Cc2cc3c(CN(C)C)c(O)ccc3nc2-1. Cell line: PA1. Synergy scores: synergy=-0.0707. (8) Drug 1: CC(=O)OC1C(=O)C2(C)C(O)CC3OCC3(OC(C)=O)C2C(OC(=O)c2ccccc2)C2(O)CC(OC(=O)C(O)C(NC(=O)c3ccccc3)c3ccccc3)C(C)=C1C2(C)C. Drug 2: O=C(O)C1(Cc2cccc(Nc3nccs3)n2)CCC(Oc2cccc(Cl)c2F)CC1. Cell line: HT29. Synergy scores: synergy=32.1.